This data is from Forward reaction prediction with 1.9M reactions from USPTO patents (1976-2016). The task is: Predict the product of the given reaction. (1) Given the reactants [Br:1][C:2]1[CH:7]=[CH:6][CH:5]=[C:4]([Br:8])[N:3]=1.OO.C(O)(C(F)(F)F)=[O:12].[OH-].[Na+], predict the reaction product. The product is: [Br:1][C:2]1[CH:7]=[CH:6][CH:5]=[C:4]([Br:8])[N+:3]=1[O-:12]. (2) Given the reactants [CH3:1][C:2]([O:5][C:6]([NH:8][CH:9]1[CH2:14][CH2:13][N:12]([CH2:15][CH2:16][NH:17][C:18]2[C:23]([NH:24][CH2:25][C:26]([O:28]CC)=O)=[CH:22][CH:21]=[C:20]([O:31][CH3:32])[N:19]=2)[CH2:11][CH2:10]1)=[O:7])([CH3:4])[CH3:3].C(OCC)(=O)C, predict the reaction product. The product is: [CH3:32][O:31][C:20]1[CH:21]=[CH:22][C:23]2[N:24]=[CH:25][C:26](=[O:28])[N:17]([CH2:16][CH2:15][N:12]3[CH2:11][CH2:10][CH:9]([NH:8][C:6](=[O:7])[O:5][C:2]([CH3:1])([CH3:3])[CH3:4])[CH2:14][CH2:13]3)[C:18]=2[N:19]=1. (3) Given the reactants [N+:1]([C:4]1[C:12]2[N:11]=[C:10]([CH2:13][OH:14])[NH:9][C:8]=2[CH:7]=[CH:6][CH:5]=1)([O-])=O, predict the reaction product. The product is: [NH2:1][C:4]1[C:12]2[N:11]=[C:10]([CH2:13][OH:14])[NH:9][C:8]=2[CH:7]=[CH:6][CH:5]=1.